Regression. Given a peptide amino acid sequence and an MHC pseudo amino acid sequence, predict their binding affinity value. This is MHC class I binding data. From a dataset of Peptide-MHC class I binding affinity with 185,985 pairs from IEDB/IMGT. The peptide sequence is RMMETQTSTWF. The MHC is Mamu-B17 with pseudo-sequence Mamu-B17. The binding affinity (normalized) is 0.243.